Dataset: Catalyst prediction with 721,799 reactions and 888 catalyst types from USPTO. Task: Predict which catalyst facilitates the given reaction. (1) Reactant: [Br:1]Br.[C:3]1([C:9]2[CH:10]=[C:11]3[CH:17]=[CH:16][NH:15][C:12]3=[N:13][CH:14]=2)[CH:8]=[CH:7][CH:6]=[CH:5][CH:4]=1. Product: [Br:1][C:17]1[C:11]2[C:12](=[N:13][CH:14]=[C:9]([C:3]3[CH:4]=[CH:5][CH:6]=[CH:7][CH:8]=3)[CH:10]=2)[NH:15][CH:16]=1. The catalyst class is: 22. (2) Reactant: CCN=C=NCCCN(C)C.[C:12]1([S:18]([NH2:21])(=[O:20])=[O:19])[CH:17]=[CH:16][CH:15]=[CH:14][CH:13]=1.[CH3:22][C:23]([C:26]1[CH:27]=[C:28]([S:32]([N:35]2[C:43]3[C:38](=[CH:39][C:40]([C:44]([F:47])([F:46])[F:45])=[CH:41][CH:42]=3)[CH:37]=[C:36]2[CH2:48][C:49]2[CH:57]=[CH:56][C:52]([C:53]([OH:55])=O)=[CH:51][CH:50]=2)(=[O:34])=[O:33])[CH:29]=[CH:30][CH:31]=1)([CH3:25])[CH3:24]. Product: [CH3:25][C:23]([C:26]1[CH:27]=[C:28]([S:32]([N:35]2[C:43]3[C:38](=[CH:39][C:40]([C:44]([F:45])([F:46])[F:47])=[CH:41][CH:42]=3)[CH:37]=[C:36]2[CH2:48][C:49]2[CH:50]=[CH:51][C:52]([C:53]([NH:21][S:18]([C:12]3[CH:17]=[CH:16][CH:15]=[CH:14][CH:13]=3)(=[O:20])=[O:19])=[O:55])=[CH:56][CH:57]=2)(=[O:34])=[O:33])[CH:29]=[CH:30][CH:31]=1)([CH3:24])[CH3:22]. The catalyst class is: 119. (3) Reactant: [N+:1]([C:4]1[C:5]([NH2:14])=[CH:6][C:7]2[CH2:8][CH2:9][CH2:10][CH2:11][C:12]=2[CH:13]=1)([O-])=[O:2].[N:15]#[C:16][NH2:17].[CH]Cl.[OH-].[Na+]. The catalyst class is: 6. Product: [N+:1]1([O-:2])[C:4]2[CH:13]=[C:12]3[C:7](=[CH:6][C:5]=2[N:14]=[C:16]([NH2:17])[N:15]=1)[CH2:8][CH2:9][CH2:10][CH2:11]3.